From a dataset of Forward reaction prediction with 1.9M reactions from USPTO patents (1976-2016). Predict the product of the given reaction. (1) The product is: [CH3:28][NH:29][C:22](=[O:23])[CH:21]([O:25][CH2:26][CH3:27])[CH2:20][C:17]1[CH:18]=[CH:19][C:14]([O:13][CH2:12][CH2:11][N:4]2[C:5]3[CH:10]=[CH:9][CH:8]=[CH:7][C:6]=3[O:1][CH2:2][CH2:3]2)=[CH:15][CH:16]=1. Given the reactants [O:1]1[C:6]2[CH:7]=[CH:8][CH:9]=[CH:10][C:5]=2[N:4]([CH2:11][CH2:12][O:13][C:14]2[CH:19]=[CH:18][C:17]([CH2:20][CH:21]([O:25][CH2:26][CH3:27])[C:22](O)=[O:23])=[CH:16][CH:15]=2)[CH2:3][CH2:2]1.[CH3:28][NH2:29], predict the reaction product. (2) Given the reactants [C:1]1([C@H:7]([NH:9][CH2:10][C:11]([O:13]C)=[O:12])[CH3:8])[CH:6]=[CH:5][CH:4]=[CH:3][CH:2]=1.[OH-].[K+], predict the reaction product. The product is: [C:1]1([C@H:7]([NH:9][CH2:10][C:11]([OH:13])=[O:12])[CH3:8])[CH:6]=[CH:5][CH:4]=[CH:3][CH:2]=1. (3) Given the reactants [C:1]([C:5]1[CH:10]=[CH:9][C:8]([NH:11]C(=O)C)=[C:7]([N+:15]([O-:17])=[O:16])[CH:6]=1)([CH3:4])([CH3:3])[CH3:2].C[O-].[Na+], predict the reaction product. The product is: [C:1]([C:5]1[CH:10]=[CH:9][C:8]([NH2:11])=[C:7]([N+:15]([O-:17])=[O:16])[CH:6]=1)([CH3:4])([CH3:2])[CH3:3]. (4) Given the reactants [CH3:1][O:2][CH:3]([O:14][CH3:15])[C:4]1[N:13]=[C:12]2[C:7]([CH2:8][CH2:9][CH2:10][NH:11]2)=[CH:6][CH:5]=1.[Cl:16]N1C(=O)CCC1=O, predict the reaction product. The product is: [Cl:16][C:5]1[CH:6]=[C:7]2[C:12](=[N:13][C:4]=1[CH:3]([O:2][CH3:1])[O:14][CH3:15])[NH:11][CH2:10][CH2:9][CH2:8]2. (5) Given the reactants [CH2:1]([O:8][C:9](=[O:24])[C:10]1[CH:15]=[CH:14][C:13]([CH:16]([P:18]([O:22][CH3:23])([O:20][CH3:21])=[O:19])O)=[CH:12][CH:11]=1)[C:2]1[CH:7]=[CH:6][CH:5]=[CH:4][CH:3]=1.CCN(S(F)(F)[F:31])CC, predict the reaction product. The product is: [CH2:1]([O:8][C:9](=[O:24])[C:10]1[CH:15]=[CH:14][C:13]([CH:16]([P:18]([O:22][CH3:23])([O:20][CH3:21])=[O:19])[F:31])=[CH:12][CH:11]=1)[C:2]1[CH:7]=[CH:6][CH:5]=[CH:4][CH:3]=1. (6) Given the reactants [CH3:1][O:2][C:3]1[C:8]([C:9]([OH:11])=O)=[CH:7][C:6]([C:12]([NH2:14])=[O:13])=[CH:5][CH:4]=1.[F:15][C:16]([F:25])([F:24])[C:17]1[CH:23]=[CH:22][C:20]([NH2:21])=[CH:19][CH:18]=1, predict the reaction product. The product is: [CH3:1][O:2][C:3]1[CH:4]=[CH:5][C:6]([C:12]([NH2:14])=[O:13])=[CH:7][C:8]=1[C:9]([NH:21][C:20]1[CH:22]=[CH:23][C:17]([C:16]([F:15])([F:24])[F:25])=[CH:18][CH:19]=1)=[O:11]. (7) The product is: [OH:21][C@@H:6]1[CH2:7][C@@H:8]2[S:9][C@@H:10]([CH2:14][CH2:15][CH2:16][C:17]([O:19][CH3:20])=[O:18])[CH2:11][CH2:12][C@@H:13]2[C@H:5]1/[CH:4]=[CH:3]/[C@@H:2]([OH:1])[CH2:28][O:29][C:30]1[CH:35]=[CH:34][CH:33]=[CH:32][CH:31]=1. Given the reactants [OH:1][C@@H:2]([CH2:28][O:29][C:30]1[CH:35]=[CH:34][CH:33]=[CH:32][CH:31]=1)/[CH:3]=[CH:4]/[C@@H:5]1[C@@H:13]2[C@@H:8]([S:9][C@@H:10]([CH2:14][CH2:15][CH2:16][C:17]([O:19][CH3:20])=[O:18])[CH2:11][CH2:12]2)[CH2:7][C@H:6]1[O:21]C1CCCCO1.O.C1(C)C=CC(S(O)(=O)=O)=CC=1, predict the reaction product. (8) Given the reactants [Cl:1][C:2]1[N:3]([C:11]2[CH:16]=[CH:15][C:14]([O:17][CH2:18][CH2:19]Cl)=[CH:13][CH:12]=2)[N:4]=[C:5]2[C:10]=1[CH:9]=[CH:8][CH:7]=[CH:6]2.[CH3:21][NH2:22], predict the reaction product. The product is: [ClH:1].[Cl:1][C:2]1[N:3]([C:11]2[CH:16]=[CH:15][C:14]([O:17][CH2:18][CH2:19][NH:22][CH3:21])=[CH:13][CH:12]=2)[N:4]=[C:5]2[C:10]=1[CH:9]=[CH:8][CH:7]=[CH:6]2.